From a dataset of Reaction yield outcomes from USPTO patents with 853,638 reactions. Predict the reaction yield, written as a fraction of the theoretical maximum amount of product (1.0 means a 100% yield; for example, 0.34 means a 34% yield). (1) The reactants are [N+:1]([C:4]1[CH:5]=[N:6][C:7]2[NH:8][CH2:9][CH2:10][CH2:11][C:12]=2[C:13]=1[N:14]1[CH2:19][CH2:18][CH2:17][C@H:16]([NH:20][C:21](=[O:27])[O:22][C:23]([CH3:26])([CH3:25])[CH3:24])[CH2:15]1)([O-:3])=[O:2].[C:28](O[C:28]([O:30][C:31]([CH3:34])([CH3:33])[CH3:32])=[O:29])([O:30][C:31]([CH3:34])([CH3:33])[CH3:32])=[O:29]. The catalyst is CN(C1C=CN=CC=1)C.CC#N. The product is [C:23]([O:22][C:21]([NH:20][C@H:16]1[CH2:17][CH2:18][CH2:19][N:14]([C:13]2[C:4]([N+:1]([O-:3])=[O:2])=[CH:5][N:6]=[C:7]3[C:12]=2[CH2:11][CH2:10][CH2:9][N:8]3[C:28]([O:30][C:31]([CH3:34])([CH3:33])[CH3:32])=[O:29])[CH2:15]1)=[O:27])([CH3:24])([CH3:26])[CH3:25]. The yield is 0.860. (2) The reactants are COC([C:5]1[C:9]2=[N:10][C:11]([C:27]3[CH:32]=[CH:31][C:30]([F:33])=[CH:29][CH:28]=3)=[C:12]([C:21]3[CH:26]=[CH:25][N:24]=[CH:23][CH:22]=3)[C:13]([C:14]3[CH:19]=[CH:18][C:17]([F:20])=[CH:16][CH:15]=3)=[C:8]2[NH:7][N:6]=1)=O.O. The catalyst is CN1C(=O)CCC1.Cl. The product is [F:33][C:30]1[CH:31]=[CH:32][C:27]([C:11]2[N:10]=[C:9]3[CH:5]=[N:6][NH:7][C:8]3=[C:13]([C:14]3[CH:15]=[CH:16][C:17]([F:20])=[CH:18][CH:19]=3)[C:12]=2[C:21]2[CH:26]=[CH:25][N:24]=[CH:23][CH:22]=2)=[CH:28][CH:29]=1. The yield is 0.180. (3) The reactants are [C:1]([O:5][C:6]([N:8]1[CH2:13][CH2:12][CH2:11][C@H:10]([CH2:14][O:15][C:16]2[CH:21]=[CH:20][C:19]([F:22])=[CH:18][C:17]=2[OH:23])[CH2:9]1)=[O:7])([CH3:4])([CH3:3])[CH3:2].[C:24]1(B(O)O)[CH:29]=[CH:28][CH:27]=[CH:26][CH:25]=1.N1C=CC=CC=1. The catalyst is C(Cl)Cl.C([O-])(=O)C.[Cu+2].C([O-])(=O)C. The product is [C:1]([O:5][C:6]([N:8]1[CH2:13][CH2:12][CH2:11][C@H:10]([CH2:14][O:15][C:16]2[CH:21]=[CH:20][C:19]([F:22])=[CH:18][C:17]=2[O:23][C:24]2[CH:29]=[CH:28][CH:27]=[CH:26][CH:25]=2)[CH2:9]1)=[O:7])([CH3:4])([CH3:2])[CH3:3]. The yield is 0.660.